Dataset: Full USPTO retrosynthesis dataset with 1.9M reactions from patents (1976-2016). Task: Predict the reactants needed to synthesize the given product. Given the product [CH3:1][O:2][C:3]1[CH:4]=[C:5]2[C:10](=[CH:11][C:12]=1[O:13][CH3:14])[N:9]=[CH:8][CH:7]=[C:6]2[O:15][C:16]1[C:22]([CH3:23])=[CH:21][C:19]([NH:20][C:36]([NH:49][CH2:48][CH2:47][N:46]([CH2:44][CH3:45])[C:50]2[CH:55]=[CH:54][CH:53]=[C:52]([CH3:56])[CH:51]=2)=[O:42])=[C:18]([CH3:24])[CH:17]=1, predict the reactants needed to synthesize it. The reactants are: [CH3:1][O:2][C:3]1[CH:4]=[C:5]2[C:10](=[CH:11][C:12]=1[O:13][CH3:14])[N:9]=[CH:8][CH:7]=[C:6]2[O:15][C:16]1[C:22]([CH3:23])=[CH:21][C:19]([NH2:20])=[C:18]([CH3:24])[CH:17]=1.C(N(CC)CC)C.ClC(Cl)(O[C:36](=[O:42])OC(Cl)(Cl)Cl)Cl.[CH2:44]([N:46]([C:50]1[CH:55]=[CH:54][CH:53]=[C:52]([CH3:56])[CH:51]=1)[CH2:47][CH2:48][NH2:49])[CH3:45].